Predict the reactants needed to synthesize the given product. From a dataset of Full USPTO retrosynthesis dataset with 1.9M reactions from patents (1976-2016). (1) Given the product [CH3:1][CH:2]1[CH2:7][CH2:6][N:5]([CH:8]2[CH2:13][CH2:12][N:11]([S:20]([C:16]3[CH:15]=[N:14][CH:19]=[CH:18][CH:17]=3)(=[O:22])=[O:21])[CH2:10][CH2:9]2)[CH2:4][CH2:3]1, predict the reactants needed to synthesize it. The reactants are: [CH3:1][CH:2]1[CH2:7][CH2:6][N:5]([CH:8]2[CH2:13][CH2:12][NH:11][CH2:10][CH2:9]2)[CH2:4][CH2:3]1.[N:14]1[CH:19]=[CH:18][CH:17]=[C:16]([S:20](Cl)(=[O:22])=[O:21])[CH:15]=1. (2) Given the product [CH3:23][N:24]1[CH2:25][CH2:26][N:27]([C:30]2[CH:31]=[C:32]([NH:33][C:2]3[N:7]=[CH:6][N:5]=[C:4]([C:8]4[CH:9]=[CH:10][C:11]([O:16][CH:17]5[CH2:22][CH2:21][O:20][CH2:19][CH2:18]5)=[C:12]([CH:15]=4)[C:13]#[N:14])[N:3]=3)[CH:34]=[CH:35][CH:36]=2)[CH2:28][CH2:29]1, predict the reactants needed to synthesize it. The reactants are: Cl[C:2]1[N:7]=[CH:6][N:5]=[C:4]([C:8]2[CH:9]=[CH:10][C:11]([O:16][CH:17]3[CH2:22][CH2:21][O:20][CH2:19][CH2:18]3)=[C:12]([CH:15]=2)[C:13]#[N:14])[N:3]=1.[CH3:23][N:24]1[CH2:29][CH2:28][N:27]([C:30]2[CH:31]=[C:32]([CH:34]=[CH:35][CH:36]=2)[NH2:33])[CH2:26][CH2:25]1.C(N(CC)C(C)C)(C)C. (3) Given the product [CH2:14]([O:16][C:17](=[O:36])[CH2:18][CH2:19][C:20]1[CH:25]=[CH:24][CH:23]=[C:22]([N:26]2[C:30]([NH:31][C:11]([C:2]3[CH:3]=[CH:4][C:5]4[C:10](=[CH:9][CH:8]=[CH:7][CH:6]=4)[CH:1]=3)=[O:13])=[CH:29][C:28]([C:32]([CH3:35])([CH3:34])[CH3:33])=[N:27]2)[CH:21]=1)[CH3:15], predict the reactants needed to synthesize it. The reactants are: [CH:1]1[C:10]2[C:5](=[CH:6][CH:7]=[CH:8][CH:9]=2)[CH:4]=[CH:3][C:2]=1[C:11]([OH:13])=O.[CH2:14]([O:16][C:17](=[O:36])[CH2:18][CH2:19][C:20]1[CH:25]=[CH:24][CH:23]=[C:22]([N:26]2[C:30]([NH2:31])=[CH:29][C:28]([C:32]([CH3:35])([CH3:34])[CH3:33])=[N:27]2)[CH:21]=1)[CH3:15].